From a dataset of Forward reaction prediction with 1.9M reactions from USPTO patents (1976-2016). Predict the product of the given reaction. (1) Given the reactants Br[C:2]1[CH:11]=[C:10]2[C:5]([C:6]([N:13]3[CH2:17][CH2:16][CH2:15][CH2:14]3)=[N:7][C:8]([CH3:12])=[N:9]2)=[CH:4][CH:3]=1.C1C=CC(P(C2C(C3C(P(C4C=CC=CC=4)C4C=CC=CC=4)=CC=C4C=3C=CC=C4)=C3C(C=CC=C3)=CC=2)C2C=CC=CC=2)=CC=1.[NH2:64][CH2:65][CH:66]1[CH2:68][CH2:67]1, predict the reaction product. The product is: [CH:66]1([CH2:65][NH:64][C:2]2[CH:11]=[C:10]3[C:5]([C:6]([N:13]4[CH2:17][CH2:16][CH2:15][CH2:14]4)=[N:7][C:8]([CH3:12])=[N:9]3)=[CH:4][CH:3]=2)[CH2:68][CH2:67]1. (2) Given the reactants [Br:1][C:2]1[CH:7]=[CH:6][C:5]([C@@H:8]([NH:10][CH2:11][CH2:12][C:13]2([OH:23])[CH2:22][CH2:21][C:16]3([O:20]CCO3)[CH2:15][CH2:14]2)[CH3:9])=[CH:4][CH:3]=1.Cl[C:25](Cl)([O:27]C(=O)OC(Cl)(Cl)Cl)Cl, predict the reaction product. The product is: [Br:1][C:2]1[CH:3]=[CH:4][C:5]([C@@H:8]([N:10]2[CH2:11][CH2:12][C:13]3([CH2:14][CH2:15][C:16](=[O:20])[CH2:21][CH2:22]3)[O:23][C:25]2=[O:27])[CH3:9])=[CH:6][CH:7]=1. (3) Given the reactants [NH2:1][CH2:2][CH2:3][CH2:4][OH:5].[C:6](O[C:6]([O:8][C:9]([CH3:12])([CH3:11])[CH3:10])=[O:7])([O:8][C:9]([CH3:12])([CH3:11])[CH3:10])=[O:7], predict the reaction product. The product is: [C:9]([O:8][C:6]([NH:1][CH2:2][CH2:3][CH2:4][OH:5])=[O:7])([CH3:12])([CH3:11])[CH3:10]. (4) Given the reactants C(=O)([O-])[O-].[Na+].[Na+].Br[C:8]([CH3:13])([CH3:12])[C:9](Br)=[O:10].[NH2:14][C:15]1[CH:20]=[C:19]([N+:21]([O-:23])=[O:22])[CH:18]=[CH:17][C:16]=1[OH:24], predict the reaction product. The product is: [CH3:12][C:8]1([CH3:13])[C:9](=[O:10])[NH:14][C:15]2[CH:20]=[C:19]([N+:21]([O-:23])=[O:22])[CH:18]=[CH:17][C:16]=2[O:24]1. (5) Given the reactants [CH3:1][N:2]1[CH2:7][CH:6]=[C:5](B2OC(C)(C)C(C)(C)O2)[CH2:4][CH2:3]1.Br[C:18]1[CH:19]=[CH:20][C:21]([N+:24]([O-:26])=[O:25])=[N:22][CH:23]=1.C([O-])([O-])=O.[Na+].[Na+].O1CCOCC1, predict the reaction product. The product is: [CH3:1][N:2]1[CH2:7][CH:6]=[C:5]([C:18]2[CH:19]=[CH:20][C:21]([N+:24]([O-:26])=[O:25])=[N:22][CH:23]=2)[CH2:4][CH2:3]1. (6) Given the reactants [NH:1]1[C:5]2[CH:6]=[CH:7][CH:8]=[CH:9][C:4]=2[N:3]=[CH:2]1.Br[CH2:11][CH2:12][CH2:13][CH2:14][Cl:15], predict the reaction product. The product is: [Cl:15][CH2:14][CH2:13][CH2:12][CH2:11][N:1]1[C:5]2[CH:6]=[CH:7][CH:8]=[CH:9][C:4]=2[N:3]=[CH:2]1. (7) Given the reactants [CH3:1][N:2]([CH3:29])[C:3]1[CH:4]=[C:5]([CH:26]=[CH:27][CH:28]=1)[C:6]([NH:8][C:9]1[CH:10]=[CH:11][C:12]([CH3:25])=[C:13]([NH:15][C:16](=[O:24])[C:17]2[CH:22]=[CH:21][CH:20]=[CH:19][C:18]=2F)[CH:14]=1)=[O:7].[CH3:30][N:31]([CH3:37])[CH2:32][CH2:33][CH2:34][NH:35][CH3:36], predict the reaction product. The product is: [CH3:1][N:2]([CH3:29])[C:3]1[CH:4]=[C:5]([CH:26]=[CH:27][CH:28]=1)[C:6]([NH:8][C:9]1[CH:10]=[CH:11][C:12]([CH3:25])=[C:13]([NH:15][C:16](=[O:24])[C:17]2[CH:22]=[CH:21][C:20]([N:35]([CH2:34][CH2:33][CH2:32][N:31]([CH3:37])[CH3:30])[CH3:36])=[CH:19][CH:18]=2)[CH:14]=1)=[O:7]. (8) Given the reactants [OH:1][C@@H:2]([CH2:6][CH:7]([CH3:9])[CH3:8])[C:3]([OH:5])=[O:4].[H-].[Na+].I[CH2:13][CH2:14][CH2:15][CH2:16][CH3:17].O, predict the reaction product. The product is: [CH3:8][CH:7]([CH3:9])[CH2:6][C@H:2]([O:1][CH2:3][CH2:2][CH2:6][CH2:7][CH3:8])[C:3]([O:5][CH2:13][CH2:14][CH2:15][CH2:16][CH3:17])=[O:4].